This data is from Forward reaction prediction with 1.9M reactions from USPTO patents (1976-2016). The task is: Predict the product of the given reaction. (1) Given the reactants [CH2:1]([C@@H:8]([CH2:12][CH2:13][C@H:14]([CH2:34][C:35]1[CH:40]=[CH:39][CH:38]=[CH:37][CH:36]=1)[C:15]([NH:17][C@H:18]1[CH2:24][CH2:23][S:22][C@H:21]2[CH2:25][CH2:26][CH2:27][C@@H:28]([C:29]([O:31][CH3:32])=[O:30])[N:20]2[C:19]1=[O:33])=[O:16])[C:9](O)=[O:10])[C:2]1[CH:7]=[CH:6][CH:5]=[CH:4][CH:3]=1.FC(F)(F)C(O)=O.[NH2:48][C@H:49]1[CH2:55][CH2:54][CH2:53][CH2:52][N:51]([C:56]2[CH:61]=[CH:60][CH:59]=[CH:58][C:57]=2[O:62][CH3:63])[C:50]1=[O:64], predict the reaction product. The product is: [CH2:34]([C@@H:14]([CH2:13][CH2:12][C@H:8]([CH2:1][C:2]1[CH:3]=[CH:4][CH:5]=[CH:6][CH:7]=1)[C:9]([NH:48][C@H:49]1[CH2:55][CH2:54][CH2:53][CH2:52][N:51]([C:56]2[CH:61]=[CH:60][CH:59]=[CH:58][C:57]=2[O:62][CH3:63])[C:50]1=[O:64])=[O:10])[C:15]([NH:17][C@H:18]1[CH2:24][CH2:23][S:22][C@H:21]2[CH2:25][CH2:26][CH2:27][C@@H:28]([C:29]([O:31][CH3:32])=[O:30])[N:20]2[C:19]1=[O:33])=[O:16])[C:35]1[CH:40]=[CH:39][CH:38]=[CH:37][CH:36]=1. (2) Given the reactants [CH3:1][C:2]([CH3:15])([CH3:14])[C:3]#[C:4]B(OC(C)C)OC(C)C.Br[C:17]1[CH:38]=[CH:37][C:20]([C:21]([NH:23][S:24]([C:27]2[CH:32]=[CH:31][CH:30]=[CH:29][C:28]=2[S:33](=[O:36])(=[O:35])[NH2:34])(=[O:26])=[O:25])=[O:22])=[C:19]([CH3:39])[C:18]=1[O:40][CH3:41], predict the reaction product. The product is: [CH3:15][C:2]([CH3:1])([CH3:14])[C:3]#[C:4][C:17]1[CH:38]=[CH:37][C:20]([C:21]([NH:23][S:24]([C:27]2[CH:32]=[CH:31][CH:30]=[CH:29][C:28]=2[S:33](=[O:35])(=[O:36])[NH2:34])(=[O:25])=[O:26])=[O:22])=[C:19]([CH3:39])[C:18]=1[O:40][CH3:41]. (3) Given the reactants [CH3:1][O:2][C:3](=[O:13])[C:4]1[CH:12]=[CH:11][C:7]([C:8]([O-:10])=O)=[CH:6][CH:5]=1.[CH3:14][C:15]1([CH3:22])[CH2:19][CH2:18][CH2:17][CH:16]1[CH2:20][NH2:21], predict the reaction product. The product is: [CH3:1][O:2][C:3](=[O:13])[C:4]1[CH:5]=[CH:6][C:7]([C:8]([NH:21][CH2:20][CH:16]2[CH2:17][CH2:18][CH2:19][C:15]2([CH3:22])[CH3:14])=[O:10])=[CH:11][CH:12]=1. (4) Given the reactants [NH2:1][CH:2]1[CH2:7][CH2:6][N:5]([CH2:8][CH2:9][N:10]2[C:19]3[C:14](=[CH:15][CH:16]=[C:17]([F:20])[CH:18]=3)[N:13]=[CH:12][C:11]2=[O:21])[CH2:4][CH2:3]1.[F:22][C:23]1[CH:24]=[C:25]([CH:28]=[CH:29][C:30]=1[CH3:31])[CH:26]=O.C(O[BH-](OC(=O)C)OC(=O)C)(=O)C.[Na+].C(=O)([O-])O.[Na+], predict the reaction product. The product is: [F:22][C:23]1[CH:24]=[C:25]([CH:28]=[CH:29][C:30]=1[CH3:31])[CH2:26][NH:1][CH:2]1[CH2:3][CH2:4][N:5]([CH2:8][CH2:9][N:10]2[C:19]3[C:14](=[CH:15][CH:16]=[C:17]([F:20])[CH:18]=3)[N:13]=[CH:12][C:11]2=[O:21])[CH2:6][CH2:7]1. (5) Given the reactants [CH2:1]([O:8][C:9]1[CH:14]=[CH:13][C:12]([CH2:15][CH2:16]O)=[C:11]([N+:18]([O-:20])=[O:19])[CH:10]=1)[C:2]1[CH:7]=[CH:6][CH:5]=[CH:4][CH:3]=1.C1(P(C2C=CC=CC=2)C2C=CC=CC=2)C=CC=CC=1.C(Cl)(Cl)(Cl)[Cl:41], predict the reaction product. The product is: [CH2:1]([O:8][C:9]1[CH:14]=[CH:13][C:12]([CH2:15][CH2:16][Cl:41])=[C:11]([N+:18]([O-:20])=[O:19])[CH:10]=1)[C:2]1[CH:7]=[CH:6][CH:5]=[CH:4][CH:3]=1. (6) The product is: [CH:1]1[C:6]2[CH2:7][CH2:8][CH2:9][CH2:10][CH:11]([CH2:12][C:13]([O:15][CH2:16][CH3:17])=[O:14])[C:5]=2[CH:4]=[CH:3][CH:2]=1. Given the reactants [CH:1]1[C:6]2[CH2:7][CH2:8][CH2:9][CH2:10][C:11](=[CH:12][C:13]([O:15][CH2:16][CH3:17])=[O:14])[C:5]=2[CH:4]=[CH:3][CH:2]=1, predict the reaction product. (7) The product is: [NH2:38][C:34]1[C:35]2[C:30](=[CH:29][C:28]([CH2:27][NH:26][C:2]3[C:7]4[O:8][CH2:9][CH2:10][N:11]([CH2:12][C:13]5[CH:18]=[CH:17][C:16]([CH2:19][N:20]6[CH:24]=[C:23]([CH3:25])[CH:22]=[N:21]6)=[CH:15][CH:14]=5)[C:6]=4[N:5]=[CH:4][N:3]=3)=[CH:37][CH:36]=2)[CH:31]=[CH:32][N:33]=1. Given the reactants Cl[C:2]1[C:7]2[O:8][CH2:9][CH2:10][N:11]([CH2:12][C:13]3[CH:18]=[CH:17][C:16]([CH2:19][N:20]4[CH:24]=[C:23]([CH3:25])[CH:22]=[N:21]4)=[CH:15][CH:14]=3)[C:6]=2[N:5]=[CH:4][N:3]=1.[NH2:26][CH2:27][C:28]1[CH:29]=[C:30]2[C:35](=[CH:36][CH:37]=1)[C:34]([NH2:38])=[N:33][CH:32]=[CH:31]2, predict the reaction product.